Dataset: Tyrosyl-DNA phosphodiesterase HTS with 341,365 compounds. Task: Binary Classification. Given a drug SMILES string, predict its activity (active/inactive) in a high-throughput screening assay against a specified biological target. (1) The molecule is Brc1cc(C(Oc2cc(ccc2)C)=O)cnc1. The result is 0 (inactive). (2) The compound is O(CC(=O)N1CCCCC1)c1cc2c(oc(cc2=O)c2occc2)cc1. The result is 1 (active). (3) The molecule is N(CCCc1ccccc1)c1ncnc2n(ncc12)c1ccc(cc1)C. The result is 0 (inactive). (4) The molecule is O(C(=O)C(C(c1c([nH][nH]c1=O)C)c1cccnc1)C#N)CC. The result is 0 (inactive).